This data is from Reaction yield outcomes from USPTO patents with 853,638 reactions. The task is: Predict the reaction yield, written as a fraction of the theoretical maximum amount of product (1.0 means a 100% yield; for example, 0.34 means a 34% yield). (1) The reactants are [C:1]1([C:7]2[C:12]([O:13][CH3:14])=[CH:11][CH:10]=[CH:9][C:8]=2[O:15][CH3:16])[CH:6]=[CH:5][CH:4]=[CH:3][CH:2]=1.ClC1C(OC)=C(C=CC=1OC)[CH:21]=[O:22]. No catalyst specified. The product is [CH3:16][O:15][C:8]1[C:7]([C:1]2[CH:2]=[CH:3][CH:4]=[CH:5][CH:6]=2)=[C:12]([O:13][CH3:14])[CH:11]=[CH:10][C:9]=1[CH:21]=[O:22]. The yield is 0.950. (2) The reactants are [Cl:1][C:2]1[N:7]=[C:6]([C:8]2[S:12][C:11]([CH:13]3[CH2:18][CH2:17][O:16][CH2:15][CH2:14]3)=[N:10][C:9]=2[C:19]2[C:20]([F:26])=[C:21]([CH:23]=[CH:24][CH:25]=2)[NH2:22])[CH:5]=[CH:4][N:3]=1.N1C=CC=CC=1.[F:33][C:34]1[CH:39]=[CH:38][C:37]([F:40])=[CH:36][C:35]=1[S:41](Cl)(=[O:43])=[O:42]. The catalyst is C(Cl)Cl. The product is [Cl:1][C:2]1[N:7]=[C:6]([C:8]2[S:12][C:11]([CH:13]3[CH2:18][CH2:17][O:16][CH2:15][CH2:14]3)=[N:10][C:9]=2[C:19]2[C:20]([F:26])=[C:21]([NH:22][S:41]([C:35]3[CH:36]=[C:37]([F:40])[CH:38]=[CH:39][C:34]=3[F:33])(=[O:43])=[O:42])[CH:23]=[CH:24][CH:25]=2)[CH:5]=[CH:4][N:3]=1. The yield is 0.673. (3) The reactants are [N:1]1([C:6]2[CH:12]=[CH:11][C:9]([NH2:10])=[CH:8][CH:7]=2)[CH:5]=[CH:4][N:3]=[CH:2]1.[Cl:13][C:14]1[N:19]=[C:18](Cl)[N:17]=[C:16]([O:21][CH3:22])[N:15]=1. The catalyst is C(N(CC)CC)C. The product is [Cl:13][C:14]1[N:15]=[C:16]([O:21][CH3:22])[N:17]=[C:18]([NH:10][C:9]2[CH:11]=[CH:12][C:6]([N:1]3[CH:5]=[CH:4][N:3]=[CH:2]3)=[CH:7][CH:8]=2)[N:19]=1. The yield is 0.840. (4) The reactants are [NH2:1][C:2]1[CH:7]=[CH:6][CH:5]=[CH:4][C:3]=1[C:8]1[NH:9][C:10]2[C:15]([CH:16]=1)=[CH:14][CH:13]=[CH:12][CH:11]=2.[CH3:17][O:18][C:19]1[CH:24]=[CH:23][CH:22]=[CH:21][C:20]=1[CH2:25][CH2:26][C:27](O)=[O:28]. No catalyst specified. The product is [NH:9]1[C:10]2[C:15](=[CH:14][CH:13]=[CH:12][CH:11]=2)[CH:16]=[C:8]1[C:3]1[CH:4]=[CH:5][CH:6]=[CH:7][C:2]=1[NH:1][C:27](=[O:28])[CH2:26][CH2:25][C:20]1[CH:21]=[CH:22][CH:23]=[CH:24][C:19]=1[O:18][CH3:17]. The yield is 0.620. (5) The product is [NH2:1][C:4]1[CH:9]=[CH:8][N:7]=[CH:6][C:5]=1[S:11][C:12]1[CH:17]=[CH:16][CH:15]=[CH:14][CH:13]=1. The yield is 0.900. The catalyst is C(O)(=O)C.[Fe]. The reactants are [N+:1]([C:4]1[CH:9]=[CH:8][N+:7]([O-])=[CH:6][C:5]=1[S:11][C:12]1[CH:17]=[CH:16][CH:15]=[CH:14][CH:13]=1)([O-])=O.O.[OH-].[Na+]. (6) The reactants are [N:1]1([C:7]2[C:12]([C:13]#[N:14])=[CH:11][CH:10]=[CH:9][N:8]=2)[CH2:6][CH2:5][NH:4][CH2:3][CH2:2]1.C(N(CC)C(C)C)(C)C.Cl[CH2:25][C:26]([NH:28][C:29]1[CH:34]=[CH:33][CH:32]=[C:31]([N+:35]([O-:37])=[O:36])[CH:30]=1)=[O:27]. The catalyst is C1(C)C=CC=CC=1. The product is [C:13]([C:12]1[C:7]([N:1]2[CH2:2][CH2:3][N:4]([CH2:25][C:26]([NH:28][C:29]3[CH:34]=[CH:33][CH:32]=[C:31]([N+:35]([O-:37])=[O:36])[CH:30]=3)=[O:27])[CH2:5][CH2:6]2)=[N:8][CH:9]=[CH:10][CH:11]=1)#[N:14]. The yield is 0.250. (7) The reactants are [CH3:1][C:2]1[CH:7]=[CH:6][N:5]=[CH:4][C:3]=1[N:8]1[CH2:12][CH2:11][NH:10][C:9]1=[O:13].Br[C:15]1[CH:20]=[C:19]([Cl:21])[CH:18]=[CH:17][C:16]=1[F:22].N[C@@H]1CCCC[C@H]1N.P([O-])([O-])([O-])=O.[K+].[K+].[K+]. The catalyst is [Cu](I)I.O1CCOCC1. The product is [Cl:21][C:19]1[CH:18]=[CH:17][C:16]([F:22])=[C:15]([N:10]2[CH2:11][CH2:12][N:8]([C:3]3[CH:4]=[N:5][CH:6]=[CH:7][C:2]=3[CH3:1])[C:9]2=[O:13])[CH:20]=1. The yield is 0.697.